From a dataset of Forward reaction prediction with 1.9M reactions from USPTO patents (1976-2016). Predict the product of the given reaction. (1) Given the reactants [N+](/[C:4](=[CH:22]/[CH2:23][CH3:24])/[CH2:5]/[CH:6]=[CH:7]\[CH2:8]/[CH:9]=[CH:10]/[CH2:11][CH2:12][CH2:13][CH2:14][CH2:15][CH2:16][CH2:17][C:18]([O:20]C)=[O:19])([O-])=O.O, predict the reaction product. The product is: [C:18]([OH:20])(=[O:19])[CH2:17][CH2:16][CH2:15][CH2:14][CH2:13][CH2:12][CH2:11]/[CH:10]=[CH:9]\[CH2:8]/[CH:7]=[CH:6]\[CH2:5]/[CH:4]=[CH:22]\[CH2:23][CH3:24]. (2) Given the reactants [CH2:1]1CCC(N=C=NC2CCCCC2)CC1.[CH2:16]([O:23][C:24](=[O:60])[CH2:25][CH2:26][CH2:27][CH2:28][CH2:29][CH2:30][CH2:31][CH2:32][CH2:33][CH2:34][C:35]([C:50]([O:52][CH2:53][C:54]1[CH:59]=[CH:58][CH:57]=[CH:56][CH:55]=1)=[O:51])([CH2:39][CH2:40][CH2:41][CH2:42][CH2:43][CH2:44][CH2:45][CH2:46][CH2:47][CH2:48][CH3:49])[C:36]([OH:38])=[O:37])[C:17]1[CH:22]=[CH:21][CH:20]=[CH:19][CH:18]=1.ON1[C:66](=[O:67])[CH2:65][CH2:64][C:63]1=[O:68], predict the reaction product. The product is: [CH2:25]([C:24]([O:23][CH2:16][C:17]1[CH:22]=[CH:21][CH:20]=[CH:19][CH:18]=1)=[O:60])[CH2:26][CH2:27][CH2:28][CH2:29][CH2:30][CH2:31][CH2:32][CH2:33][CH2:34][C:35]([C:36]([O:38][CH:1]1[C:66](=[O:67])[CH2:65][CH2:64][C:63]1=[O:68])=[O:37])([C:50]([O:52][CH2:53][C:54]1[CH:55]=[CH:56][CH:57]=[CH:58][CH:59]=1)=[O:51])[CH2:39][CH2:40][CH2:41][CH2:42][CH2:43][CH2:44][CH2:45][CH2:46][CH2:47][CH2:48][CH3:49]. (3) Given the reactants [C:1]([O:5][C:6]([NH:8][C:9]1([CH2:24][C:25]([O:27]CC)=[O:26])[CH2:13][CH2:12][N:11]([C:14]([O:16][CH2:17][C:18]2[CH:23]=[CH:22][CH:21]=[CH:20][CH:19]=2)=[O:15])[CH2:10]1)=[O:7])([CH3:4])([CH3:3])[CH3:2].O.[OH-].[Li+], predict the reaction product. The product is: [CH2:17]([O:16][C:14]([N:11]1[CH2:12][CH2:13][C:9]([CH2:24][C:25]([OH:27])=[O:26])([NH:8][C:6]([O:5][C:1]([CH3:3])([CH3:4])[CH3:2])=[O:7])[CH2:10]1)=[O:15])[C:18]1[CH:19]=[CH:20][CH:21]=[CH:22][CH:23]=1. (4) Given the reactants [BH4-].[Na+].[F:3][C:4]1[CH:9]=[C:8]([CH:10]2[CH2:15][CH2:14][CH:13]([CH2:16][CH2:17][CH2:18][CH2:19][CH3:20])[CH2:12][CH2:11]2)[CH:7]=[CH:6][C:5]=1[CH:21]1[CH2:26][CH2:25][CH:24]([CH:27]2[CH2:32][CH2:31][C:30](=[O:33])[CH2:29][CH2:28]2)[CH2:23][CH2:22]1.[H][H].[Cl-].[NH4+], predict the reaction product. The product is: [F:3][C:4]1[CH:9]=[C:8]([CH:10]2[CH2:15][CH2:14][CH:13]([CH2:16][CH2:17][CH2:18][CH2:19][CH3:20])[CH2:12][CH2:11]2)[CH:7]=[CH:6][C:5]=1[CH:21]1[CH2:26][CH2:25][CH:24]([CH:27]2[CH2:28][CH2:29][CH:30]([OH:33])[CH2:31][CH2:32]2)[CH2:23][CH2:22]1. (5) Given the reactants [CH:1]([N:4]([CH3:27])[C:5]1[C:6]([C:19]2[CH:24]=[CH:23][C:22]([O:25][CH3:26])=[CH:21][CH:20]=2)=[N:7][C:8]2[C:13]([N:14]=1)=[CH:12][C:11]([C:15]([O:17]C)=[O:16])=[CH:10][CH:9]=2)([CH3:3])[CH3:2].[OH-].[Na+], predict the reaction product. The product is: [CH:1]([N:4]([CH3:27])[C:5]1[C:6]([C:19]2[CH:20]=[CH:21][C:22]([O:25][CH3:26])=[CH:23][CH:24]=2)=[N:7][C:8]2[C:13]([N:14]=1)=[CH:12][C:11]([C:15]([OH:17])=[O:16])=[CH:10][CH:9]=2)([CH3:3])[CH3:2]. (6) Given the reactants [C:1](Cl)(=[O:8])[C:2]1[CH:7]=[CH:6][CH:5]=[CH:4][CH:3]=1.[F:10][C:11]1[CH:17]=[CH:16][C:14]([NH2:15])=[CH:13][C:12]=1[N+:18]([O-:20])=[O:19].C(N(CC)CC)C, predict the reaction product. The product is: [N+:18]([C:12]1[CH:13]=[C:14]([NH:15][C:1](=[O:8])[C:2]2[CH:7]=[CH:6][CH:5]=[CH:4][CH:3]=2)[CH:16]=[CH:17][C:11]=1[F:10])([O-:20])=[O:19]. (7) Given the reactants [CH3:1][C:2]1[CH:7]=[CH:6][C:5]([C:8]2[O:9][C:10]([CH3:13])=[N:11][N:12]=2)=[CH:4][C:3]=1[C:14]1[CH:19]=[CH:18][C:17]([C:20](O)=[O:21])=[CH:16][CH:15]=1.C(N[C:27]1[CH:40]=[CH:39][CH:38]=[CH:37][C:28]=1[O:29][C:30]1[CH:36]=[CH:35][C:33]([NH2:34])=[CH:32][CH:31]=1)(=O)C, predict the reaction product. The product is: [C:8]([NH:12][C:39]1[CH:40]=[CH:27][C:28]([O:29][C:30]2[CH:31]=[CH:32][C:33]([NH:34][C:20]([C:17]3[CH:18]=[CH:19][C:14]([C:3]4[CH:4]=[C:5]([C:8]5[O:9][C:10]([CH3:13])=[N:11][N:12]=5)[CH:6]=[CH:7][C:2]=4[CH3:1])=[CH:15][CH:16]=3)=[O:21])=[CH:35][CH:36]=2)=[CH:37][CH:38]=1)(=[O:9])[CH3:5].